The task is: Predict the reaction yield, written as a fraction of the theoretical maximum amount of product (1.0 means a 100% yield; for example, 0.34 means a 34% yield).. This data is from Reaction yield outcomes from USPTO patents with 853,638 reactions. (1) The reactants are [C:1]([O:5][C:6](=[O:16])[NH:7][C:8]1[CH:13]=[CH:12][CH:11]=[C:10]([CH2:14][OH:15])[N:9]=1)([CH3:4])([CH3:3])[CH3:2].CC(C)([O-])C.[K+].Br[CH2:24][CH2:25][CH:26]1CC[CH2:29][CH2:28][CH2:27]1. The catalyst is CN(C=O)C.O. The product is [CH2:24]([N:7]([C:8]1[CH:13]=[CH:12][CH:11]=[C:10]([CH2:14][OH:15])[N:9]=1)[C:6](=[O:16])[O:5][C:1]([CH3:4])([CH3:2])[CH3:3])[CH2:25][CH2:26][CH2:27][CH2:28][CH3:29]. The yield is 0.690. (2) The reactants are [Cl:1][C:2]1[CH:7]=[CH:6][C:5]([NH2:8])=[CH:4][C:3]=1[C:9]1[S:10][C:11]2[CH:17]=[CH:16][C:15]([C:18]([F:21])([F:20])[F:19])=[CH:14][C:12]=2[N:13]=1.N1C=CC=CC=1.Cl[C:29]([O:31][CH2:32][C:33]#[CH:34])=[O:30]. The catalyst is C(Cl)(Cl)Cl. The product is [CH2:32]([O:31][C:29](=[O:30])[NH:8][C:5]1[CH:6]=[CH:7][C:2]([Cl:1])=[C:3]([C:9]2[S:10][C:11]3[CH:17]=[CH:16][C:15]([C:18]([F:19])([F:21])[F:20])=[CH:14][C:12]=3[N:13]=2)[CH:4]=1)[C:33]#[CH:34]. The yield is 0.850. (3) The reactants are [NH:1]1[C:5]2[CH:6]=[CH:7][CH:8]=[CH:9][C:4]=2[N:3]=[CH:2]1.[H-].[Na+].[I-].[K+].Br[CH2:15][CH2:16][O:17][Si:18]([C:21]([CH3:24])([CH3:23])[CH3:22])([CH3:20])[CH3:19]. The catalyst is O.CO.CN(C=O)C. The product is [Si:18]([O:17][CH2:16][CH2:15][N:1]1[C:5]2[CH:6]=[CH:7][CH:8]=[CH:9][C:4]=2[N:3]=[CH:2]1)([C:21]([CH3:24])([CH3:23])[CH3:22])([CH3:20])[CH3:19]. The yield is 0.610. (4) The reactants are [CH:1]1[C:13]2[CH:12]([CH2:14][O:15][C:16]([NH:18][C@@H:19]([CH2:23][CH2:24][CH2:25][CH2:26][NH2:27])[C:20]([OH:22])=[O:21])=[O:17])[C:11]3[C:6](=[CH:7][CH:8]=[CH:9][CH:10]=3)[C:5]=2[CH:4]=[CH:3][CH:2]=1.[C:28](Cl)(=[O:39])[CH2:29][CH2:30][CH2:31][CH2:32][CH2:33][CH2:34][CH2:35][CH2:36][CH2:37][CH3:38].ClCCl.C(N(C(C)C)C(C)C)C. The catalyst is CO.ClCCl. The product is [CH:10]1[C:11]2[CH:12]([CH2:14][O:15][C:16]([NH:18][C@@H:19]([CH2:23][CH2:24][CH2:25][CH2:26][NH:27][C:28](=[O:39])[CH2:29][CH2:30][CH2:31][CH2:32][CH2:33][CH2:34][CH2:35][CH2:36][CH2:37][CH3:38])[C:20]([OH:22])=[O:21])=[O:17])[C:13]3[C:5](=[CH:4][CH:3]=[CH:2][CH:1]=3)[C:6]=2[CH:7]=[CH:8][CH:9]=1. The yield is 0.770. (5) The reactants are [F:1][C:2]1(F)[C:15](F)([F:16])[C:14]2[CH:13]=[CH:12][CH:11]=[CH:10][C:9]=2[C:8]2[C:3]1=[CH:4][CH:5]=[CH:6][CH:7]=2.[NH4+].[OH-]. The catalyst is C1COCC1.[Zn]. The product is [F:1][C:2]1[C:3]2[C:8]([C:9]3[CH:10]=[CH:11][CH:12]=[CH:13][C:14]=3[C:15]=1[F:16])=[CH:7][CH:6]=[CH:5][CH:4]=2. The yield is 0.950. (6) The reactants are [N:1]([CH2:4][Si:5]([CH3:8])([CH3:7])[CH3:6])=[N+:2]=[N-:3].[CH2:9]([O:11][CH:12]([O:15][CH2:16][CH3:17])[C:13]#[CH:14])[CH3:10].[Na].C(O)CCC.O. The catalyst is O. The product is [CH2:9]([O:11][CH:12]([O:15][CH2:16][CH3:17])[C:13]1[N:3]=[N:2][N:1]([CH2:4][Si:5]([CH3:8])([CH3:7])[CH3:6])[CH:14]=1)[CH3:10]. The yield is 0.810. (7) The reactants are [C:1]([CH:3]1[CH2:8][CH2:7][N:6]([CH2:9][C:10]2([C:16]([O:18][C:19]([CH3:22])([CH3:21])[CH3:20])=[O:17])[CH2:15][CH2:14][O:13][CH2:12][CH2:11]2)[CH2:5][CH2:4]1)#[N:2]. The catalyst is CO.[Ni]. The product is [NH2:2][CH2:1][CH:3]1[CH2:8][CH2:7][N:6]([CH2:9][C:10]2([C:16]([O:18][C:19]([CH3:22])([CH3:21])[CH3:20])=[O:17])[CH2:15][CH2:14][O:13][CH2:12][CH2:11]2)[CH2:5][CH2:4]1. The yield is 0.980.